From a dataset of Peptide-MHC class I binding affinity with 185,985 pairs from IEDB/IMGT. Regression. Given a peptide amino acid sequence and an MHC pseudo amino acid sequence, predict their binding affinity value. This is MHC class I binding data. The peptide sequence is KAIEKDRLDK. The MHC is HLA-A11:01 with pseudo-sequence HLA-A11:01. The binding affinity (normalized) is 0.345.